Task: Predict the product of the given reaction.. Dataset: Forward reaction prediction with 1.9M reactions from USPTO patents (1976-2016) (1) Given the reactants Cl[C:2]1[CH:7]=[CH:6][N:5]2[N:8]=[C:9]([C:23]3[CH:28]=[CH:27][C:26]([F:29])=[CH:25][CH:24]=3)[C:10]([C:11]3[CH:16]=[CH:15][N:14]=[C:13]([NH:17][CH:18]4[CH2:22][CH2:21][CH2:20][CH2:19]4)[N:12]=3)=[C:4]2[CH:3]=1.C1(P(C2C=CC=CC=2)C2C=CC3C(=CC=CC=3)C=2C2C3C(=CC=CC=3)C=CC=2P(C2C=CC=CC=2)C2C=CC=CC=2)C=CC=CC=1.C(=O)([O-])[O-].[Cs+].[Cs+].C(OCC)(=O)C.[NH:88]1[CH2:92][CH2:91][CH2:90][CH2:89]1, predict the reaction product. The product is: [CH:18]1([NH:17][C:13]2[N:12]=[C:11]([C:10]3[C:9]([C:23]4[CH:28]=[CH:27][C:26]([F:29])=[CH:25][CH:24]=4)=[N:8][N:5]4[CH:6]=[CH:7][C:2]([N:88]5[CH2:92][CH2:91][CH2:90][CH2:89]5)=[CH:3][C:4]=34)[CH:16]=[CH:15][N:14]=2)[CH2:22][CH2:21][CH2:20][CH2:19]1. (2) Given the reactants [OH:1][C:2]1[CH:9]=[CH:8][CH:7]=[CH:6][C:3]=1[CH:4]=[O:5].[C:10]([N:17]1[CH2:21][CH2:20][CH:19](OS(C)(=O)=O)[CH2:18]1)([O:12][C:13]([CH3:16])([CH3:15])[CH3:14])=[O:11].C([O-])([O-])=O.[K+].[K+], predict the reaction product. The product is: [CH:4]([C:3]1[CH:6]=[CH:7][CH:8]=[CH:9][C:2]=1[O:1][CH:20]1[CH2:19][CH2:18][N:17]([C:10]([O:12][C:13]([CH3:16])([CH3:15])[CH3:14])=[O:11])[CH2:21]1)=[O:5]. (3) The product is: [N+:1]([C:4]1[CH:5]=[C:6]([S:17]([NH2:20])(=[O:18])=[O:19])[CH:7]=[CH:8][C:9]=1[NH:10][CH:11]1[CH2:16][CH2:15][N:14]([S:27]([C:21]2[CH:26]=[CH:25][CH:24]=[CH:23][CH:22]=2)(=[O:29])=[O:28])[CH2:13][CH2:12]1)([O-:3])=[O:2]. Given the reactants [N+:1]([C:4]1[CH:5]=[C:6]([S:17]([NH2:20])(=[O:19])=[O:18])[CH:7]=[CH:8][C:9]=1[NH:10][CH:11]1[CH2:16][CH2:15][NH:14][CH2:13][CH2:12]1)([O-:3])=[O:2].[C:21]1([S:27](Cl)(=[O:29])=[O:28])[CH:26]=[CH:25][CH:24]=[CH:23][CH:22]=1.C(N(CC)CC)C, predict the reaction product. (4) Given the reactants C([O:3][C:4]([C:6]1[N:7]([CH3:13])[N:8]=[C:9]([CH3:12])[C:10]=1[CH3:11])=O)C.[H-].[Al+3].[Li+].[H-].[H-].[H-].O, predict the reaction product. The product is: [CH3:13][N:7]1[C:6]([CH2:4][OH:3])=[C:10]([CH3:11])[C:9]([CH3:12])=[N:8]1. (5) Given the reactants [F:1][C:2]1[CH:3]=[C:4]([CH:7]=[C:8]([NH:10][CH2:11][C:12]2[CH:17]=[CH:16][C:15]([O:18][CH3:19])=[CH:14][CH:13]=2)[CH:9]=1)[CH:5]=[O:6].[BH4-].[Na+], predict the reaction product. The product is: [F:1][C:2]1[CH:3]=[C:4]([CH2:5][OH:6])[CH:7]=[C:8]([NH:10][CH2:11][C:12]2[CH:13]=[CH:14][C:15]([O:18][CH3:19])=[CH:16][CH:17]=2)[CH:9]=1. (6) Given the reactants [CH:1]1([C:4]([N:6]2[CH2:10][CH2:9][C@@H:8]([CH2:11][NH2:12])[CH2:7]2)=[O:5])[CH2:3][CH2:2]1.Cl[C:14]1[C:21]([N+:22]([O-:24])=[O:23])=[CH:20][CH:19]=[CH:18][C:15]=1[C:16]#[N:17].CCN(C(C)C)C(C)C, predict the reaction product. The product is: [CH:1]1([C:4]([N:6]2[CH2:10][CH2:9][C@@H:8]([CH2:11][NH:12][C:14]3[C:21]([N+:22]([O-:24])=[O:23])=[CH:20][CH:19]=[CH:18][C:15]=3[C:16]#[N:17])[CH2:7]2)=[O:5])[CH2:2][CH2:3]1. (7) Given the reactants [NH2:1][C:2]1[CH:3]=[CH:4][C:5]2[N:9]=[C:8]([SH:10])[NH:7][C:6]=2[CH:11]=1.Cl[C:13](=[O:19])[C:14]([O:16][CH2:17][CH3:18])=[O:15].C(OC(=O)C(N1CCC(CC2C=CC(F)=CC=2)CC1)=O)C, predict the reaction product. The product is: [CH2:17]([O:16][C:14](=[O:15])[C:13]([NH:1][C:2]1[CH:3]=[CH:4][C:5]2[N:9]=[C:8]([SH:10])[NH:7][C:6]=2[CH:11]=1)=[O:19])[CH3:18]. (8) The product is: [CH3:1][C:2]1[O:6][C:5]([CH2:7][CH:8]2[CH2:13][CH2:12][NH:11][CH2:10][CH2:9]2)=[N:4][CH:3]=1. Given the reactants [CH3:1][C:2]1[O:6][C:5]([CH2:7][CH:8]2[CH2:13][CH2:12][N:11](C(OC(C)(C)C)=O)[CH2:10][CH2:9]2)=[N:4][CH:3]=1.C(O)(C(F)(F)F)=O, predict the reaction product. (9) Given the reactants [N:1]1[C:10]2[C:5](=[CH:6][CH:7]=[CH:8][CH:9]=2)[C:4]([N:11]=[N:12][C:13]2[CH:18]=[CH:17][C:16]([N:19]([CH2:23][CH2:24][OH:25])[CH2:20][CH2:21][OH:22])=[CH:15][CH:14]=2)=[CH:3][CH:2]=1.[S:26]([CH2:37][CH2:38][NH:39][C:40](=[O:45])[CH2:41][CH2:42][CH2:43]Cl)[S:27][CH2:28][CH2:29][NH:30][C:31](=[O:36])[CH2:32][CH2:33][CH2:34][Cl:35].C[C:47]([CH3:49])=[O:48], predict the reaction product. The product is: [Cl-:35].[Cl-:35].[S:26]([CH2:37][CH2:38][NH:39][C:40](=[O:45])[CH2:41][CH2:42][CH2:43][N+:1]1[C:10]2[C:5](=[CH:6][CH:7]=[CH:8][CH:9]=2)[C:4]([N:11]=[N:12][C:13]2[CH:18]=[CH:17][C:16]([N:19]([CH2:49][CH2:47][OH:48])[CH2:20][CH2:21][OH:22])=[CH:15][CH:14]=2)=[CH:3][CH:2]=1)[S:27][CH2:28][CH2:29][NH:30][C:31](=[O:36])[CH2:32][CH2:33][CH2:34][N+:1]1[C:10]2[C:5](=[CH:6][CH:7]=[CH:8][CH:9]=2)[C:4]([N:11]=[N:12][C:13]2[CH:14]=[CH:15][C:16]([N:19]([CH2:23][CH2:24][OH:25])[CH2:20][CH2:21][OH:22])=[CH:17][CH:18]=2)=[CH:3][CH:2]=1.